This data is from Full USPTO retrosynthesis dataset with 1.9M reactions from patents (1976-2016). The task is: Predict the reactants needed to synthesize the given product. (1) Given the product [CH3:12][O:1][C:2]1[CH:10]=[C:9]([CH3:11])[CH:8]=[CH:7][C:3]=1[C:4]([O:24][CH3:23])=[O:5], predict the reactants needed to synthesize it. The reactants are: [OH:1][C:2]1[CH:10]=[C:9]([CH3:11])[CH:8]=[CH:7][C:3]=1[C:4](O)=[O:5].[C:12]([O-])([O-])=O.[K+].[K+].CI.CN([CH:23]=[O:24])C. (2) The reactants are: [C:1]([C:5]1[CH:10]=[CH:9][C:8]([N:11]2[C:15](=[O:16])[C:14]([CH3:18])([CH3:17])[N:13]([CH2:19][C:20]3[CH:25]=[CH:24][N:23]4[O:26][C:27](=S)[N:28]=[C:22]4[CH:21]=3)[C:12]2=[O:30])=[CH:7][CH:6]=1)([CH3:4])([CH3:3])[CH3:2]. Given the product [C:1]([C:5]1[CH:10]=[CH:9][C:8]([N:11]2[C:15](=[O:16])[C:14]([CH3:18])([CH3:17])[N:13]([CH2:19][C:20]3[CH:25]=[CH:24][N:23]=[C:22]([NH:28][C:27]([NH:13][CH2:14][CH2:15][N:11]([CH3:12])[CH3:8])=[O:26])[CH:21]=3)[C:12]2=[O:30])=[CH:7][CH:6]=1)([CH3:4])([CH3:3])[CH3:2], predict the reactants needed to synthesize it. (3) Given the product [Cl:30][C:31]1[CH:32]=[C:33]2[C:37](=[CH:38][CH:39]=1)[N:36]([S:40]([C:43]1[CH:48]=[CH:47][CH:46]=[CH:45][CH:44]=1)(=[O:42])=[O:41])[C:35]([C:49]([O:51][CH2:52][CH3:53])=[O:50])=[C:34]2[S:54]([N:19]1[CH2:20][CH2:21][O:22][C@H:17]([CH2:16][O:15][C:11]2[CH:10]=[CH:9][C:6]([C:5]3[CH:4]=[CH:3][CH:8]=[CH:7][C:59]=3[Cl:60])=[CH:23][CH:12]=2)[CH2:18]1)(=[O:56])=[O:55], predict the reactants needed to synthesize it. The reactants are: CO[C:3]1[CH:8]=[CH:7][C:6]([C:9]2[CH:10]=[C:11]([O:15][CH2:16][C@H:17]3[O:22][CH2:21][CH2:20][NH:19][CH2:18]3)[CH:12]=NC=2)=[CH:5][CH:4]=1.[CH2:23](N(CC)CC)C.[Cl:30][C:31]1[CH:32]=[C:33]2[C:37](=[CH:38][CH:39]=1)[N:36]([S:40]([C:43]1[CH:48]=[CH:47][CH:46]=[CH:45][CH:44]=1)(=[O:42])=[O:41])[C:35]([C:49]([O:51][CH2:52][CH3:53])=[O:50])=[C:34]2[S:54](Cl)(=[O:56])=[O:55].Cl[CH2:59][Cl:60]. (4) Given the product [OH:18][C@H:19]1[CH2:24][CH2:23][C@H:4]([N:6]2[C:7](=[O:16])[C:8]3=[CH:15][CH:14]=[CH:13][CH:12]=[C:9]3[C:10]2=[O:11])[CH2:21][CH2:20]1, predict the reactants needed to synthesize it. The reactants are: C(O[C:4]([N:6]1[C:10](=[O:11])[C:9]2=[CH:12][CH:13]=[CH:14][CH:15]=[C:8]2[C:7]1=[O:16])=O)C.Cl.[OH:18][C@H:19]1[CH2:24][CH2:23][C@H](N)[CH2:21][CH2:20]1.C(=O)([O-])[O-].[K+].[K+]. (5) Given the product [Cl:7][C:8]1[CH:25]=[CH:24][CH:23]=[C:22]([Cl:26])[C:9]=1[CH2:10][O:11][C:12]1[CH:21]=[CH:20][C:15]2[N:16]=[C:17]([NH:19][C:4]([CH:1]3[CH2:3][CH2:2]3)=[O:6])[S:18][C:14]=2[CH:13]=1, predict the reactants needed to synthesize it. The reactants are: [CH:1]1([C:4]([OH:6])=O)[CH2:3][CH2:2]1.[Cl:7][C:8]1[CH:25]=[CH:24][CH:23]=[C:22]([Cl:26])[C:9]=1[CH2:10][O:11][C:12]1[CH:21]=[CH:20][C:15]2[N:16]=[C:17]([NH2:19])[S:18][C:14]=2[CH:13]=1. (6) The reactants are: [CH2:1]([O:3][C:4](=[O:30])[CH:5]=[C:6]([N:13]1[C:21]2[C:16](=[CH:17][C:18]([O:22]CC3C=CC=CC=3)=[CH:19][CH:20]=2)[CH:15]=[CH:14]1)[C:7]1[CH:12]=[CH:11][CH:10]=[CH:9][CH:8]=1)[CH3:2]. Given the product [C:4]([O-:30])(=[O:3])[CH3:5].[CH2:1]([O:3][C:4](=[O:30])[CH2:5][CH:6]([N:13]1[C:21]2[C:16](=[CH:17][C:18]([OH:22])=[CH:19][CH:20]=2)[CH:15]=[CH:14]1)[C:7]1[CH:12]=[CH:11][CH:10]=[CH:9][CH:8]=1)[CH3:2], predict the reactants needed to synthesize it. (7) Given the product [S:11]([N:8]1[C:4]2[N:5]=[CH:6][N:7]=[C:2]([NH:21][CH:22]3[CH2:23][CH2:24][N:25]([C:28]([O:30][C:31]([CH3:34])([CH3:33])[CH3:32])=[O:29])[CH2:26][CH2:27]3)[C:3]=2[CH:10]=[CH:9]1)([C:14]1[CH:20]=[CH:19][C:17]([CH3:18])=[CH:16][CH:15]=1)(=[O:13])=[O:12], predict the reactants needed to synthesize it. The reactants are: Cl[C:2]1[C:3]2[CH:10]=[CH:9][N:8]([S:11]([C:14]3[CH:20]=[CH:19][C:17]([CH3:18])=[CH:16][CH:15]=3)(=[O:13])=[O:12])[C:4]=2[N:5]=[CH:6][N:7]=1.[NH2:21][CH:22]1[CH2:27][CH2:26][N:25]([C:28]([O:30][C:31]([CH3:34])([CH3:33])[CH3:32])=[O:29])[CH2:24][CH2:23]1.CCN(C(C)C)C(C)C.